This data is from Reaction yield outcomes from USPTO patents with 853,638 reactions. The task is: Predict the reaction yield, written as a fraction of the theoretical maximum amount of product (1.0 means a 100% yield; for example, 0.34 means a 34% yield). (1) The product is [O:1]1[CH:5]=[CH:4][CH:3]=[C:2]1[C:6]1[N:7]=[C:8]([NH:18][C:19]([C:21]2[CH:22]=[CH:23][N:24]=[CH:25][CH:26]=2)=[O:20])[S:9][C:10]=1[C:11]([C:13]1[CH:17]=[CH:16][N:15]([CH3:29])[CH:14]=1)=[O:12]. The reactants are [O:1]1[CH:5]=[CH:4][CH:3]=[C:2]1[C:6]1[N:7]=[C:8]([NH:18][C:19]([C:21]2[CH:26]=[CH:25][N:24]=[CH:23][CH:22]=2)=[O:20])[S:9][C:10]=1[C:11]([C:13]1[CH:17]=[CH:16][NH:15][CH:14]=1)=[O:12].[H-].[Na+].[CH3:29]I.O. The yield is 0.890. The catalyst is CN(C=O)C. (2) The reactants are [NH2:1][C:2]1[CH:10]=[CH:9][C:5]([C:6]([OH:8])=O)=[CH:4][N:3]=1.[CH:11]1([CH:14]=[CH:15][C:16]2[S:20][C:19]([CH2:21][NH2:22])=[CH:18][CH:17]=2)[CH2:13][CH2:12]1.F[P-](F)(F)(F)(F)F.N1([P+](N(C)C)(N(C)C)N(C)C)C2C=CC=CC=2N=N1.C(N(CC)CC)C. The catalyst is CN(C)C=O.O. The product is [NH2:1][C:2]1[CH:10]=[CH:9][C:5]([C:6]([NH:22][CH2:21][C:19]2[S:20][C:16]([CH:15]=[CH:14][CH:11]3[CH2:13][CH2:12]3)=[CH:17][CH:18]=2)=[O:8])=[CH:4][N:3]=1. The yield is 0.666. (3) The reactants are [F:1][C:2]([F:33])([F:32])[CH:3]([NH:8][C:9]1[CH:14]=[CH:13][C:12]([O:15][C:16]2[CH:21]=[CH:20][N:19]=[C:18]3[CH:22]=[C:23]([C:25]4[N:26]=[CH:27][N:28]([CH3:30])[CH:29]=4)[S:24][C:17]=23)=[C:11]([F:31])[CH:10]=1)[CH2:4][C:5]([OH:7])=O.[NH2:34][C:35]1[CH:40]=[CH:39][CH:38]=[CH:37][CH:36]=1.C(N(CC)C(C)C)(C)C.CN(C(ON1N=NC2C=CC=NC1=2)=[N+](C)C)C.F[P-](F)(F)(F)(F)F.C(=O)(O)[O-].[Na+]. The catalyst is CN(C=O)C. The product is [F:33][C:2]([F:32])([F:1])[CH:3]([NH:8][C:9]1[CH:14]=[CH:13][C:12]([O:15][C:16]2[CH:21]=[CH:20][N:19]=[C:18]3[CH:22]=[C:23]([C:25]4[N:26]=[CH:27][N:28]([CH3:30])[CH:29]=4)[S:24][C:17]=23)=[C:11]([F:31])[CH:10]=1)[CH2:4][C:5]([NH:34][C:35]1[CH:40]=[CH:39][CH:38]=[CH:37][CH:36]=1)=[O:7]. The yield is 0.640. (4) No catalyst specified. The yield is 0.920. The product is [Cl:25][C:8]1[N:7]([CH2:12][C:13]([O:15][CH2:16][CH3:17])=[O:14])[C:6]2[C:5]([CH:18]([CH2:21][CH3:22])[CH2:19][CH3:20])=[CH:4][CH:3]=[C:2]([Cl:1])[C:10]=2[N:9]=1. The reactants are [Cl:1][C:2]1[C:10]2[NH:9][C:8](=O)[N:7]([CH2:12][C:13]([O:15][CH2:16][CH3:17])=[O:14])[C:6]=2[C:5]([CH:18]([CH2:21][CH3:22])[CH2:19][CH3:20])=[CH:4][CH:3]=1.P(Cl)(Cl)([Cl:25])=O. (5) The reactants are [Cl:1][C:2]1[CH:7]=[CH:6][C:5]([C:8](=[O:10])[CH3:9])=[C:4]([OH:11])[CH:3]=1.[F:12][CH:13]([F:17])[C:14]([CH3:16])=O.N1CCCC1. The catalyst is CO. The product is [Cl:1][C:2]1[CH:3]=[C:4]2[C:5]([C:8](=[O:10])[CH2:9][C:14]([CH:13]([F:17])[F:12])([CH3:16])[O:11]2)=[CH:6][CH:7]=1. The yield is 0.840. (6) The reactants are [Br:1][C:2]1[CH:3]=[C:4]([NH:10][C:11]2[CH:16]=[CH:15][C:14]([N:17]3[CH2:22][CH2:21][NH:20][CH2:19][C@@H:18]3[CH3:23])=[CH:13][N:12]=2)[C:5](=[O:9])[N:6]([CH3:8])[CH:7]=1.[O:24]1[CH2:27][C:26](=O)[CH2:25]1.[BH3-]C#N.[Na+].O. The catalyst is CO.[Cl-].[Zn+2].[Cl-]. The product is [Br:1][C:2]1[CH:3]=[C:4]([NH:10][C:11]2[CH:16]=[CH:15][C:14]([N:17]3[CH2:22][CH2:21][N:20]([CH:26]4[CH2:27][O:24][CH2:25]4)[CH2:19][C@@H:18]3[CH3:23])=[CH:13][N:12]=2)[C:5](=[O:9])[N:6]([CH3:8])[CH:7]=1. The yield is 0.730. (7) The reactants are [Br:1][C:2]1[CH:3]=[C:4]2[C:11]3([C:15](=[O:16])[NH:14][C:13](=O)[NH:12]3)[CH2:10][CH:9]([CH:18]3[CH2:23][CH2:22][CH2:21][O:20][CH2:19]3)[O:8][C:5]2=[CH:6][CH:7]=1.COC1C=CC(P2(SP(C3C=CC(OC)=CC=3)(=S)S2)=[S:33])=CC=1. The catalyst is O1CCOCC1. The product is [Br:1][C:2]1[CH:3]=[C:4]2[C:11]3([C:15](=[O:16])[NH:14][C:13](=[S:33])[NH:12]3)[CH2:10][CH:9]([CH:18]3[CH2:23][CH2:22][CH2:21][O:20][CH2:19]3)[O:8][C:5]2=[CH:6][CH:7]=1. The yield is 0.400. (8) The reactants are [F:1][C:2]1[C:15]([F:16])=[CH:14][CH:13]=[CH:12][C:3]=1/[CH:4]=[N:5]/[S@@:6]([C:8]([CH3:11])([CH3:10])[CH3:9])=[O:7].O.[CH3:18][Mg+].[Br-]. The catalyst is C(Cl)Cl.C(OCC)C. The product is [F:1][C:2]1[C:15]([F:16])=[CH:14][CH:13]=[CH:12][C:3]=1[C@@H:4]([NH:5][S@@:6]([C:8]([CH3:11])([CH3:10])[CH3:9])=[O:7])[CH3:18]. The yield is 0.920. (9) The reactants are Cl[C:2]1[N:7]=[CH:6][CH:5]=[CH:4][N:3]=1.[Br:8][C:9]1[CH:10]=[C:11]([N:15]2[C:23]3[CH2:22][CH2:21][NH:20][CH2:19][C:18]=3[C:17]([C:24]([O:26][CH2:27][CH3:28])=[O:25])=[N:16]2)[CH:12]=[CH:13][CH:14]=1.C(N(C(C)C)C(C)C)C. The catalyst is CN(C=O)C. The product is [Br:8][C:9]1[CH:10]=[C:11]([N:15]2[C:23]3[CH2:22][CH2:21][N:20]([C:2]4[N:7]=[CH:6][CH:5]=[CH:4][N:3]=4)[CH2:19][C:18]=3[C:17]([C:24]([O:26][CH2:27][CH3:28])=[O:25])=[N:16]2)[CH:12]=[CH:13][CH:14]=1. The yield is 0.580.